Dataset: Reaction yield outcomes from USPTO patents with 853,638 reactions. Task: Predict the reaction yield, written as a fraction of the theoretical maximum amount of product (1.0 means a 100% yield; for example, 0.34 means a 34% yield). (1) The reactants are [F:1][C:2]1[CH:3]=[C:4]2[C:9](=[C:10]([C:12](O)=[O:13])[CH:11]=1)[NH:8][CH:7]([C:15]1[CH:20]=[CH:19][CH:18]=[C:17]([N:21]3[CH2:26][CH2:25][N:24]([C:27]4[CH:32]=[CH:31][CH:30]=[CH:29][C:28]=4[CH3:33])[CH2:23][CH2:22]3)[CH:16]=1)[CH2:6][C:5]2([CH3:35])[CH3:34].[CH3:36][S:37]([NH2:40])(=[O:39])=[O:38]. The catalyst is CN(C)C1C=CN=CC=1.ClCCl. The product is [F:1][C:2]1[CH:3]=[C:4]2[C:9](=[C:10]([C:12]([NH:40][S:37]([CH3:36])(=[O:39])=[O:38])=[O:13])[CH:11]=1)[NH:8][CH:7]([C:15]1[CH:20]=[CH:19][CH:18]=[C:17]([N:21]3[CH2:22][CH2:23][N:24]([C:27]4[CH:32]=[CH:31][CH:30]=[CH:29][C:28]=4[CH3:33])[CH2:25][CH2:26]3)[CH:16]=1)[CH2:6][C:5]2([CH3:35])[CH3:34]. The yield is 0.300. (2) The reactants are C1(P(C2CCCCC2)C2C=CC=CC=2C2C=CC=CC=2N(C)C)CCCCC1.CC(C)([O-])C.[K+].[NH:35]1[CH2:40][CH2:39][O:38][CH2:37][CH2:36]1.Br[C:42]1[CH:47]=[C:46]([CH3:48])[C:45]([NH2:49])=[C:44]([O:50][CH3:51])[CH:43]=1. The catalyst is C1C=CC(/C=C/C(/C=C/C2C=CC=CC=2)=O)=CC=1.C1C=CC(/C=C/C(/C=C/C2C=CC=CC=2)=O)=CC=1.[Pd].C1(C)C=CC=CC=1. The product is [CH3:51][O:50][C:44]1[CH:43]=[C:42]([N:35]2[CH2:40][CH2:39][O:38][CH2:37][CH2:36]2)[CH:47]=[C:46]([CH3:48])[C:45]=1[NH2:49]. The yield is 0.290.